From a dataset of Full USPTO retrosynthesis dataset with 1.9M reactions from patents (1976-2016). Predict the reactants needed to synthesize the given product. (1) Given the product [F:20][C:15]1[CH:14]=[C:13]([C:4]2[N:3]=[C:2]([NH:21][CH2:22][CH2:23][C:24]3[CH:29]=[CH:28][CH:27]=[CH:26][N:25]=3)[C:7]([C:8]([O:10][CH2:11][CH3:12])=[O:9])=[CH:6][N:5]=2)[CH:18]=[CH:17][C:16]=1[F:19], predict the reactants needed to synthesize it. The reactants are: Cl[C:2]1[C:7]([C:8]([O:10][CH2:11][CH3:12])=[O:9])=[CH:6][N:5]=[C:4]([C:13]2[CH:18]=[CH:17][C:16]([F:19])=[C:15]([F:20])[CH:14]=2)[N:3]=1.[NH2:21][CH2:22][CH2:23][C:24]1[CH:29]=[CH:28][CH:27]=[CH:26][N:25]=1. (2) Given the product [F:19][C:11]1[CH:10]=[C:9]([C:5]2[C:6]([NH2:8])=[CH:7][C:2]([N:20]3[CH2:25][CH2:24][O:23][CH2:22][CH2:21]3)=[N:3][CH:4]=2)[CH:14]=[CH:13][C:12]=1[O:15][CH:16]([CH3:18])[CH3:17], predict the reactants needed to synthesize it. The reactants are: Cl[C:2]1[CH:7]=[C:6]([NH2:8])[C:5]([C:9]2[CH:14]=[CH:13][C:12]([O:15][CH:16]([CH3:18])[CH3:17])=[C:11]([F:19])[CH:10]=2)=[CH:4][N:3]=1.[NH:20]1[CH2:25][CH2:24][O:23][CH2:22][CH2:21]1.C1(P(C2CCCCC2)C2C=CC=CC=2C2C(C(C)C)=CC(C(C)C)=CC=2C(C)C)CCCCC1.C[Si]([N-][Si](C)(C)C)(C)C.[Li+].